Dataset: Forward reaction prediction with 1.9M reactions from USPTO patents (1976-2016). Task: Predict the product of the given reaction. (1) Given the reactants Cl[C:2]1[C:7]2[C:8](=[O:22])[N:9]([CH2:11][C:12]3[CH:17]=[CH:16][C:15]([O:18][CH3:19])=[CH:14][C:13]=3[O:20][CH3:21])[CH2:10][C:6]=2[C:5]([F:23])=[C:4]([NH:24][C@@H:25]2[CH2:30][CH2:29][CH2:28][CH2:27][C@@H:26]2[NH:31][C:32](=[O:38])[O:33][C:34]([CH3:37])([CH3:36])[CH3:35])[N:3]=1.C(=O)([O-])[O-].[Na+].[Na+].[O:45]1[C:49]2[CH:50]=[CH:51][CH:52]=[CH:53][C:48]=2[C:47](B2OC(C)(C)C(C)(C)O2)=[CH:46]1, predict the reaction product. The product is: [O:45]1[C:49]2[CH:50]=[CH:51][CH:52]=[CH:53][C:48]=2[C:47]([C:2]2[C:7]3[C:8](=[O:22])[N:9]([CH2:11][C:12]4[CH:17]=[CH:16][C:15]([O:18][CH3:19])=[CH:14][C:13]=4[O:20][CH3:21])[CH2:10][C:6]=3[C:5]([F:23])=[C:4]([NH:24][C@@H:25]3[CH2:30][CH2:29][CH2:28][CH2:27][C@@H:26]3[NH:31][C:32](=[O:38])[O:33][C:34]([CH3:37])([CH3:36])[CH3:35])[N:3]=2)=[CH:46]1. (2) Given the reactants Cl.Cl.Cl.[F:4][C:5]([F:19])([F:18])[C:6]1[CH:7]=[C:8]([N:12]2[CH2:17][CH2:16][NH:15][CH2:14][CH2:13]2)[CH:9]=[N:10][CH:11]=1.[C:20]([O:24][C:25]([NH:27][C@@H:28]1[CH2:32][CH2:31][C@:30]([CH:36]([CH3:38])[CH3:37])([C:33](O)=[O:34])[CH2:29]1)=[O:26])([CH3:23])([CH3:22])[CH3:21].F[P-](F)(F)(F)(F)F.N1(O[P+](N(C)C)(N(C)C)N(C)C)C2C=CC=CC=2N=N1.C(N(CC)CC)C, predict the reaction product. The product is: [C:20]([O:24][C:25](=[O:26])[NH:27][C@@H:28]1[CH2:32][CH2:31][C@:30]([CH:36]([CH3:37])[CH3:38])([C:33]([N:15]2[CH2:16][CH2:17][N:12]([C:8]3[CH:9]=[N:10][CH:11]=[C:6]([C:5]([F:18])([F:4])[F:19])[CH:7]=3)[CH2:13][CH2:14]2)=[O:34])[CH2:29]1)([CH3:23])([CH3:22])[CH3:21].